Dataset: Catalyst prediction with 721,799 reactions and 888 catalyst types from USPTO. Task: Predict which catalyst facilitates the given reaction. (1) Reactant: [C:1]([O:5][C:6]([N:8]1[CH2:13][CH2:12][C@@H:11]([C:14]2[CH:19]=[CH:18][CH:17]=[CH:16][CH:15]=2)[C@H:10]([C:20]2[CH:25]=[CH:24][CH:23]=[C:22](Cl)[CH:21]=2)[CH2:9]1)=[O:7])([CH3:4])([CH3:3])[CH3:2].[CH3:27][S:28]([C:31]1[CH:32]=[C:33](B(O)O)[CH:34]=[CH:35][CH:36]=1)(=[O:30])=[O:29].C([O-])([O-])=O.[Cs+].[Cs+].O. Product: [C:6]([O-:5])(=[O:7])[CH3:27].[C:1]([O:5][C:6]([N:8]1[CH2:13][CH2:12][C@@H:11]([C:14]2[CH:19]=[CH:18][CH:17]=[CH:16][CH:15]=2)[C@H:10]([C:20]2[CH:21]=[C:22]([C:35]3[CH:34]=[CH:33][CH:32]=[C:31]([S:28]([CH3:27])(=[O:30])=[O:29])[CH:36]=3)[CH:23]=[CH:24][CH:25]=2)[CH2:9]1)=[O:7])([CH3:4])([CH3:3])[CH3:2]. The catalyst class is: 287. (2) Reactant: [NH2:1][C:2]1[CH:7]=[CH:6][C:5]([Br:8])=[CH:4][C:3]=1[NH:9][C:10]1[CH:15]=[CH:14][N:13]=[C:12]([NH2:16])[N:11]=1.[Cl:17][C:18]([Cl:24])([Cl:23])[C:19](=N)OC.O. Product: [Br:8][C:5]1[CH:6]=[CH:7][C:2]2[N:1]=[C:19]([C:18]([Cl:24])([Cl:23])[Cl:17])[N:9]([C:10]3[CH:15]=[CH:14][N:13]=[C:12]([NH2:16])[N:11]=3)[C:3]=2[CH:4]=1. The catalyst class is: 15. (3) Reactant: [CH3:1][C:2]([CH3:22])([CH3:21])[C:3](=[O:20])[CH2:4][O:5][C:6]1[N:10]([C:11]2[CH:16]=[CH:15][CH:14]=[CH:13][CH:12]=2)[N:9]=[C:8]([C:17]([OH:19])=O)[CH:7]=1.[CH2:23]([O:25][C:26]([N:28]1[CH2:33][CH2:32][N:31]([C:34](=[O:46])[C@@H:35]([NH2:45])[CH2:36][NH:37][C:38]([O:40][C:41]([CH3:44])([CH3:43])[CH3:42])=[O:39])[CH2:30][CH2:29]1)=[O:27])[CH3:24].C1C=CC2N(O)N=NC=2C=1.C(Cl)CCl. Product: [CH2:23]([O:25][C:26]([N:28]1[CH2:29][CH2:30][N:31]([C:34](=[O:46])[C@@H:35]([NH:45][C:17]([C:8]2[CH:7]=[C:6]([O:5][CH2:4][C:3](=[O:20])[C:2]([CH3:1])([CH3:22])[CH3:21])[N:10]([C:11]3[CH:12]=[CH:13][CH:14]=[CH:15][CH:16]=3)[N:9]=2)=[O:19])[CH2:36][NH:37][C:38]([O:40][C:41]([CH3:43])([CH3:42])[CH3:44])=[O:39])[CH2:32][CH2:33]1)=[O:27])[CH3:24]. The catalyst class is: 18. (4) Reactant: [NH2:1][C:2]1[N:3]=[C:4]([Cl:27])[C:5]2[C:10]([C:11]#[C:12][CH2:13][CH2:14][OH:15])=[CH:9][N:8]([CH2:16][C:17]3[C:22]([CH3:23])=[C:21]([O:24][CH3:25])[C:20]([CH3:26])=[CH:19][N:18]=3)[C:6]=2[N:7]=1.[H-].[Na+].Cl[C:31]([O:33][CH2:34][CH3:35])=[O:32]. Product: [C:31](=[O:32])([O:33][CH2:34][CH3:35])[O:15][CH2:14][CH2:13][C:12]#[C:11][C:10]1[C:5]2[C:4]([Cl:27])=[N:3][C:2]([NH2:1])=[N:7][C:6]=2[N:8]([CH2:16][C:17]2[C:22]([CH3:23])=[C:21]([O:24][CH3:25])[C:20]([CH3:26])=[CH:19][N:18]=2)[CH:9]=1. The catalyst class is: 44.